This data is from Forward reaction prediction with 1.9M reactions from USPTO patents (1976-2016). The task is: Predict the product of the given reaction. (1) Given the reactants [F:1][C:2]1[CH:3]=[CH:4][C:5]([O:19][CH3:20])=[C:6]([C:8]([CH3:18])([CH3:17])[CH2:9][C:10]2([C:13]([F:16])([F:15])[F:14])[CH2:12][O:11]2)[CH:7]=1.[F:21][C:22]1[CH:27]=[CH:26][C:25]([N:28]2[C:36]3[CH:35]=[CH:34][CH:33]=[C:32]([NH2:37])[C:31]=3[CH:30]=[N:29]2)=[CH:24][CH:23]=1, predict the reaction product. The product is: [F:14][C:13]([F:16])([F:15])[C:10]([CH2:12][NH:37][C:32]1[CH:33]=[CH:34][CH:35]=[C:36]2[C:31]=1[CH:30]=[N:29][N:28]2[C:25]1[CH:26]=[CH:27][C:22]([F:21])=[CH:23][CH:24]=1)([OH:11])[CH2:9][C:8]([C:6]1[CH:7]=[C:2]([F:1])[CH:3]=[CH:4][C:5]=1[O:19][CH3:20])([CH3:18])[CH3:17]. (2) Given the reactants O1C=CC=[N:2]1.[O-][CH2:7][CH3:8].[Na+].Cl.[NH2:11][CH:12]([C:18](OCC)=O)[C:13]([O:15][CH2:16][CH3:17])=[O:14].C([O-])(=O)C.[Na+], predict the reaction product. The product is: [NH2:2][C:18]1[CH:8]=[CH:7][NH:11][C:12]=1[C:13]([O:15][CH2:16][CH3:17])=[O:14]. (3) Given the reactants [CH3:1][O:2][C:3]1[CH:4]=[C:5]2[C:10](=[C:11]([CH3:28])[C:12]=1[O:13][C@H:14]1[C@@H:19]3[O:20]C(=O)[O:22][C@@H:18]3[C@@H:17]([O:24][CH3:25])[C:16]([CH3:27])([CH3:26])[O:15]1)[O:9][C:8](=[O:29])[C:7]([NH:30][C:31](=[O:40])OCC1C=CC=CC=1)=[CH:6]2.CCN=C=NCCCN(C)C.[CH3:52][O:53][C:54]1[CH:55]=[C:56]([C:60]2[C:65]([O:66][CH3:67])=[CH:64][CH:63]=[C:62](C(O)=O)[CH:61]=2)[CH:57]=[CH:58][CH:59]=1.C(=O)([O-])[O-], predict the reaction product. The product is: [OH:20][C@@H:19]1[C@H:18]([OH:22])[C@@H:17]([O:24][CH3:25])[C:16]([CH3:27])([CH3:26])[O:15][C@H:14]1[O:13][C:12]1[C:11]([CH3:28])=[C:10]2[C:5]([CH:6]=[C:7]([NH:30][C:31]([C:62]3[CH:61]=[C:60]([C:56]4[CH:57]=[CH:58][CH:59]=[C:54]([O:53][CH3:52])[CH:55]=4)[C:65]([O:66][CH3:67])=[CH:64][CH:63]=3)=[O:40])[C:8](=[O:29])[O:9]2)=[CH:4][C:3]=1[O:2][CH3:1]. (4) Given the reactants [CH2:1]([O:5][C:6]1[C:7]([F:13])=[C:8]([F:12])[CH:9]=[CH:10][CH:11]=1)[CH2:2][CH2:3][CH3:4].C([Li])(CC)C.[F:19][C:20]1[C:25]([F:26])=[CH:24][CH:23]=[CH:22][C:21]=1[CH:27]1[CH2:32][CH2:31][C:30](=O)[CH2:29][CH2:28]1.[Cl-].[NH4+], predict the reaction product. The product is: [CH2:1]([O:5][C:6]1[CH:11]=[CH:10][C:9]([C:30]2[CH2:31][CH2:32][CH:27]([C:21]3[CH:22]=[CH:23][CH:24]=[C:25]([F:26])[C:20]=3[F:19])[CH2:28][CH:29]=2)=[C:8]([F:12])[C:7]=1[F:13])[CH2:2][CH2:3][CH3:4]. (5) Given the reactants [N+:1]([O-:4])([O-:3])=[O:2].[Ni+2:5].[N+:6]([O-:9])([O-:8])=[O:7], predict the reaction product. The product is: [N+:1]([O-:4])([OH:3])=[O:2].[N+:6]([O-:9])([O-:8])=[O:7].[Ni+2:5].[N+:1]([O-:4])([O-:3])=[O:2]. (6) Given the reactants Cl[C:2]1[N:7]=[C:6]([O:8][C:9]2[C:18]3[C:13](=[CH:14][CH:15]=[CH:16][CH:17]=3)[C:12]([NH:19][C:20]([NH:22][C:23]3[N:27]([C:28]4[CH:33]=[CH:32][C:31]([CH3:34])=[CH:30][CH:29]=4)[N:26]=[C:25]([C:35]([CH3:39])([C:37]#[CH:38])[CH3:36])[CH:24]=3)=[O:21])=[CH:11][CH:10]=2)[CH:5]=[CH:4][N:3]=1.[NH2:40][C:41]1[CH:49]=[C:48]2[C:44]([CH2:45][C:46](=[O:50])[NH:47]2)=[CH:43][CH:42]=1, predict the reaction product. The product is: [CH3:36][C:35]([C:25]1[CH:24]=[C:23]([NH:22][C:20]([NH:19][C:12]2[C:13]3[C:18](=[CH:17][CH:16]=[CH:15][CH:14]=3)[C:9]([O:8][C:6]3[CH:5]=[CH:4][N:3]=[C:2]([NH:40][C:41]4[CH:49]=[C:48]5[C:44]([CH2:45][C:46](=[O:50])[NH:47]5)=[CH:43][CH:42]=4)[N:7]=3)=[CH:10][CH:11]=2)=[O:21])[N:27]([C:28]2[CH:33]=[CH:32][C:31]([CH3:34])=[CH:30][CH:29]=2)[N:26]=1)([C:37]#[CH:38])[CH3:39]. (7) Given the reactants [N:1]1[CH:6]=[CH:5][CH:4]=[CH:3][CH:2]=1.[Cl:7][CH:8]([Cl:12])[C:9]([OH:11])=[O:10], predict the reaction product. The product is: [Cl:7][CH:8]([Cl:12])[C:9]([O-:11])=[O:10].[NH+:1]1[CH:6]=[CH:5][CH:4]=[CH:3][CH:2]=1. (8) Given the reactants [CH2:1]([O:8][CH:9]1[CH2:14][CH2:13][CH2:12][CH2:11][CH:10]1[NH:15][C:16]([CH2:18][N:19]1[C:23]([O:24][CH2:25][C:26]2[CH:31]=[CH:30][CH:29]=[CH:28][C:27]=2[C:32]2[CH:37]=[CH:36][C:35]([C:38]([F:41])([F:40])[F:39])=[CH:34][CH:33]=2)=[CH:22][C:21]([C:42]([NH2:44])=O)=[N:20]1)=[O:17])[C:2]1[CH:7]=[CH:6][CH:5]=[CH:4][CH:3]=1.P(Cl)(Cl)(Cl)=O, predict the reaction product. The product is: [CH2:1]([O:8][CH:9]1[CH2:14][CH2:13][CH2:12][CH2:11][CH:10]1[NH:15][C:16](=[O:17])[CH2:18][N:19]1[C:23]([O:24][CH2:25][C:26]2[CH:31]=[CH:30][CH:29]=[CH:28][C:27]=2[C:32]2[CH:33]=[CH:34][C:35]([C:38]([F:40])([F:41])[F:39])=[CH:36][CH:37]=2)=[CH:22][C:21]([C:42]#[N:44])=[N:20]1)[C:2]1[CH:3]=[CH:4][CH:5]=[CH:6][CH:7]=1.